From a dataset of Full USPTO retrosynthesis dataset with 1.9M reactions from patents (1976-2016). Predict the reactants needed to synthesize the given product. (1) Given the product [CH3:5][N:6]1[C:10]([C:11]([Cl:3])=[O:12])=[CH:9][C:8]([CH3:14])=[N:7]1, predict the reactants needed to synthesize it. The reactants are: S(Cl)([Cl:3])=O.[CH3:5][N:6]1[C:10]([C:11](O)=[O:12])=[CH:9][C:8]([CH3:14])=[N:7]1. (2) Given the product [CH3:17][C:18]1[C:26]2[C:25](=[O:27])[NH:24][C:23]([C:28]([NH:92][CH2:91][C:87]3[CH:88]=[CH:89][CH:90]=[C:85]([O:84][CH2:83][CH2:82][O:81][C:78]4[N:79]=[CH:80][NH:76][N:77]=4)[CH:86]=3)=[O:30])=[N:22][C:21]=2[S:20][CH:19]=1, predict the reactants needed to synthesize it. The reactants are: O=C1C2C(=CC=CC=2)N=C(C(OCC)=O)N1.[CH3:17][C:18]1[C:26]2[C:25](=[O:27])[NH:24][C:23]([C:28]([O:30]CC)=O)=[N:22][C:21]=2[S:20][CH:19]=1.C1(C(C2C=CC=CC=2)(C2C=CC=CC=2)N2C=NC(CCCOC3C=C(CN)C=CN=3)=N2)C=CC=CC=1.C1(C(C2C=CC=CC=2)(C2C=CC=CC=2)[N:76]2[CH:80]=[N:79][C:78]([O:81][CH2:82][CH2:83][O:84][C:85]3[CH:86]=[C:87]([CH2:91][NH2:92])[CH:88]=[CH:89][CH:90]=3)=[N:77]2)C=CC=CC=1. (3) Given the product [I:9][C:3]1[CH:4]=[CH:5][C:6]([NH2:8])=[N:7][C:2]=1[CH3:1], predict the reactants needed to synthesize it. The reactants are: [CH3:1][C:2]1[N:7]=[C:6]([NH2:8])[CH:5]=[CH:4][CH:3]=1.[I:9](O)(=O)(=O)=O.S(=O)(=O)(O)O.II. (4) The reactants are: [F:1][C:2]1[CH:7]=[CH:6][C:5]([C:8]2[N:12]([CH3:13])[N:11]=[CH:10][C:9]=2/[CH:14]=[CH:15]/[C:16]([NH:18][C:19]2[CH:24]=[CH:23][C:22]([S:25][CH2:26][C:27]3[N:31]([CH2:32][CH2:33][CH3:34])[CH:30]=[N:29][N:28]=3)=[CH:21][CH:20]=2)=[O:17])=[CH:4][CH:3]=1.ClC1C=CC=C(C(OO)=[O:43])C=1. Given the product [F:1][C:2]1[CH:3]=[CH:4][C:5]([C:8]2[N:12]([CH3:13])[N:11]=[CH:10][C:9]=2/[CH:14]=[CH:15]/[C:16]([NH:18][C:19]2[CH:24]=[CH:23][C:22]([S:25]([CH2:26][C:27]3[N:31]([CH2:32][CH2:33][CH3:34])[CH:30]=[N:29][N:28]=3)=[O:43])=[CH:21][CH:20]=2)=[O:17])=[CH:6][CH:7]=1, predict the reactants needed to synthesize it. (5) Given the product [F:42][C:40]([F:41])([F:43])[C:33]1[CH:34]=[C:35]([C:36]([F:37])([F:38])[F:39])[N:30]2[N:29]=[CH:28][C:27]([C:25]3[N:26]=[C:13]([CH2:12][N:5]4[C:6]5[CH2:7][CH2:8][CH2:9][CH2:10][C:11]=5[C:3]([C:2]([F:1])([F:17])[F:16])=[N:4]4)[O:15][N:24]=3)=[C:31]2[N:32]=1, predict the reactants needed to synthesize it. The reactants are: [F:1][C:2]([F:17])([F:16])[C:3]1[C:11]2[CH2:10][CH2:9][CH2:8][CH2:7][C:6]=2[N:5]([CH2:12][C:13]([OH:15])=O)[N:4]=1.CN(C=O)C.O[N:24]=[C:25]([C:27]1[CH:28]=[N:29][N:30]2[C:35]([C:36]([F:39])([F:38])[F:37])=[CH:34][C:33]([C:40]([F:43])([F:42])[F:41])=[N:32][C:31]=12)[NH2:26].Cl.C(N=C=NCCCN(C)C)C.O.ON1C2C=CC=CC=2N=N1.